This data is from Forward reaction prediction with 1.9M reactions from USPTO patents (1976-2016). The task is: Predict the product of the given reaction. (1) Given the reactants [CH3:1][O:2][C:3]1[CH:4]=[C:5]([NH:11][C:12](=[O:26])[CH2:13][N:14]2[C:18]3[C:19]([C:23]([OH:25])=[O:24])=[CH:20][CH:21]=[CH:22][C:17]=3[N:16]=[CH:15]2)[CH:6]=[C:7]([O:9][CH3:10])[CH:8]=1.CN(C=O)C.F[P-](F)(F)(F)(F)F.N1(OC(N(C)C)=[N+](C)C)[C:43]2C=CC=C[C:42]=2N=N1, predict the reaction product. The product is: [CH3:10][O:9][C:7]1[CH:6]=[C:5]([NH:11][C:12](=[O:26])[CH2:13][N:14]2[C:18]3[C:19]([C:23]([O:25][CH2:42][CH3:43])=[O:24])=[CH:20][CH:21]=[CH:22][C:17]=3[N:16]=[CH:15]2)[CH:4]=[C:3]([O:2][CH3:1])[CH:8]=1. (2) Given the reactants [CH3:1][C:2]1[C:6]2[C:7]3[CH:24]=[CH:23][CH:22]=[CH:21][C:8]=3[C:9](=[O:20])[NH:10][C@@H:11]([CH2:12][C:13]([O:15][C:16](C)(C)C)=[O:14])[C:5]=2[O:4][N:3]=1.Cl, predict the reaction product. The product is: [CH3:1][C:2]1[C:6]2[C:7]3[CH:24]=[CH:23][CH:22]=[CH:21][C:8]=3[C:9](=[O:20])[NH:10][C@@H:11]([CH2:12][C:13]([O:15][CH3:16])=[O:14])[C:5]=2[O:4][N:3]=1. (3) Given the reactants [CH:1]([O:4][C:5]1[NH:9][N:8]=[C:7]([NH2:10])[CH:6]=1)([CH3:3])[CH3:2].[Cl:11][C:12]1[N:19]=[C:18](Cl)[C:17]([F:21])=[CH:16][C:13]=1[C:14]#[N:15].C(N(CC)CC)C, predict the reaction product. The product is: [Cl:11][C:12]1[N:19]=[C:18]([NH:10][C:7]2[CH:6]=[C:5]([O:4][CH:1]([CH3:3])[CH3:2])[NH:9][N:8]=2)[C:17]([F:21])=[CH:16][C:13]=1[C:14]#[N:15]. (4) The product is: [NH2:23][C:20]1[CH:21]=[CH:22][C:8]([CH3:7])=[C:9]([CH:19]=1)[C:10]([NH:12][C:13]1[CH:18]=[N:17][CH:16]=[N:15][CH:14]=1)=[O:11]. Given the reactants CCOC(C)=O.[CH3:7][C:8]1[CH:22]=[CH:21][C:20]([N+:23]([O-])=O)=[CH:19][C:9]=1[C:10]([NH:12][C:13]1[CH:14]=[N:15][CH:16]=[N:17][CH:18]=1)=[O:11].[H][H], predict the reaction product. (5) Given the reactants [NH2:1][C:2]1[CH:10]=[CH:9][CH:8]=[CH:7][C:3]=1[CH2:4][C:5]#[N:6].[N:11]([O-])=O.[Na+], predict the reaction product. The product is: [C:5]([C:4]1[C:3]2[C:2](=[CH:10][CH:9]=[CH:8][CH:7]=2)[NH:1][N:11]=1)#[N:6].